This data is from Acute oral toxicity (LD50) regression data from Zhu et al.. The task is: Regression/Classification. Given a drug SMILES string, predict its toxicity properties. Task type varies by dataset: regression for continuous values (e.g., LD50, hERG inhibition percentage) or binary classification for toxic/non-toxic outcomes (e.g., AMES mutagenicity, cardiotoxicity, hepatotoxicity). Dataset: ld50_zhu. (1) The drug is O=C(c1ccc2ccccc2n1)N1CCN=C1Nc1c(Cl)cccc1Cl. The rat oral LD50 is 3.94, given as -log10 of the dose in mol/kg body weight (higher means more acutely toxic). (2) The drug is Clc1cc(Cl)c(Cl)c(Cl)c1. The rat oral LD50 is 2.10, given as -log10 of the dose in mol/kg body weight (higher means more acutely toxic). (3) The molecule is CNC(=O)ON=C1CS(=O)CCS1. The rat oral LD50 is 4.26, given as -log10 of the dose in mol/kg body weight (higher means more acutely toxic). (4) The compound is COc1c(Cl)cc2[nH]c(C(F)(F)F)nc2c1Cl. The rat oral LD50 is 4.55, given as -log10 of the dose in mol/kg body weight (higher means more acutely toxic). (5) The compound is C=CC(=O)NCOCC(C)C. The rat oral LD50 is 2.20, given as -log10 of the dose in mol/kg body weight (higher means more acutely toxic). (6) The compound is CC(CCl)[N+](=O)[O-]. The rat oral LD50 is 2.80, given as -log10 of the dose in mol/kg body weight (higher means more acutely toxic). (7) The compound is CCOC(=O)C(CCc1ccccc1)NC(C)C(=O)N1C(C(=O)O)CC2CCCCC21. The rat oral LD50 is 2.24, given as -log10 of the dose in mol/kg body weight (higher means more acutely toxic). (8) The compound is CC1(C)C2CCC1(C)C(OC(=O)CSC#N)C2. The rat oral LD50 is 2.20, given as -log10 of the dose in mol/kg body weight (higher means more acutely toxic). (9) The molecule is CCCN(CCC)CCC. The rat oral LD50 is 3.30, given as -log10 of the dose in mol/kg body weight (higher means more acutely toxic).